Predict which catalyst facilitates the given reaction. From a dataset of Catalyst prediction with 721,799 reactions and 888 catalyst types from USPTO. (1) Reactant: Cl[CH2:2][CH2:3][S:4][C:5]1[CH:10]=[CH:9][CH:8]=[CH:7][CH:6]=1.C(=O)([O-])[O-].[K+].[K+].[SH:17][C:18]1[C:23]([N+:24]([O-:26])=[O:25])=[CH:22][CH:21]=[CH:20][N:19]=1.CCCCCC. Product: [N+:24]([C:23]1[C:18]([S:17][CH2:2][CH2:3][S:4][C:5]2[CH:10]=[CH:9][CH:8]=[CH:7][CH:6]=2)=[N:19][CH:20]=[CH:21][CH:22]=1)([O-:26])=[O:25]. The catalyst class is: 3. (2) Reactant: [CH3:1][C:2]1[N:6]=[C:5]([CH3:7])[N:4]([C:8]2[C:9]([CH3:26])=[N:10][N:11]3[C:15]([C:16]4[CH:21]=[CH:20][C:19]([O:22]C)=[CH:18][C:17]=4[CH3:24])=[C:14]([CH3:25])[O:13][C:12]=23)[N:3]=1.B(Br)(Br)Br.CCOC(C)=O. Product: [CH3:1][C:2]1[N:6]=[C:5]([CH3:7])[N:4]([C:8]2[C:9]([CH3:26])=[N:10][N:11]3[C:15]([C:16]4[CH:21]=[CH:20][C:19]([OH:22])=[CH:18][C:17]=4[CH3:24])=[C:14]([CH3:25])[O:13][C:12]=23)[N:3]=1. The catalyst class is: 2. (3) Reactant: CS(C)=O.C(Cl)(=O)C(Cl)=O.[Cl:11][C:12]1[CH:17]=[CH:16][C:15]([C:18]([CH3:22])([CH3:21])[CH2:19][OH:20])=[CH:14][CH:13]=1.C(N(CC)CC)C. Product: [Cl:11][C:12]1[CH:13]=[CH:14][C:15]([C:18]([CH3:22])([CH3:21])[CH:19]=[O:20])=[CH:16][CH:17]=1. The catalyst class is: 2. (4) Reactant: [CH:1]1([CH2:6][CH2:7][C:8](Cl)=[O:9])[CH2:5][CH2:4][CH2:3][CH2:2]1.[NH2:11][C:12]1[C:20]([C:21]([O:23][CH3:24])=[O:22])=[C:15]2[N:16]=[CH:17][CH:18]=[CH:19][N:14]2[N:13]=1.CO. Product: [CH:1]1([CH2:6][CH2:7][C:8]([NH:11][C:12]2[C:20]([C:21]([O:23][CH3:24])=[O:22])=[C:15]3[N:16]=[CH:17][CH:18]=[CH:19][N:14]3[N:13]=2)=[O:9])[CH2:5][CH2:4][CH2:3][CH2:2]1. The catalyst class is: 202. (5) Reactant: [N:1]1[C:9]2[C:4](=[N:5][CH:6]=[CH:7][CH:8]=2)[N:3]([C:10]2[CH:15]=[CH:14][C:13]([CH2:16][C:17]([OH:19])=O)=[C:12]([CH3:20])[CH:11]=2)[CH:2]=1.[N:21]1([CH2:26][C:27]2[CH:32]=[CH:31][C:30]([NH2:33])=[CH:29][C:28]=2[C:34]([F:37])([F:36])[F:35])[CH2:25][CH2:24][CH2:23][CH2:22]1. Product: [N:1]1[C:9]2[C:4](=[N:5][CH:6]=[CH:7][CH:8]=2)[N:3]([C:10]2[CH:15]=[CH:14][C:13]([CH2:16][C:17]([NH:33][C:30]3[CH:31]=[CH:32][C:27]([CH2:26][N:21]4[CH2:22][CH2:23][CH2:24][CH2:25]4)=[C:28]([C:34]([F:37])([F:35])[F:36])[CH:29]=3)=[O:19])=[C:12]([CH3:20])[CH:11]=2)[CH:2]=1. The catalyst class is: 61. (6) Reactant: Cl[C:2]1[CH:8]=[CH:7][C:6]([N+:9]([O-:11])=[O:10])=[CH:5][C:3]=1[NH2:4].[SH:12][CH2:13][C:14](OC)=[O:15].[OH-].[Na+]. Product: [N+:9]([C:6]1[CH:7]=[CH:8][C:2]2[S:12][CH2:13][C:14](=[O:15])[NH:4][C:3]=2[CH:5]=1)([O-:11])=[O:10]. The catalyst class is: 88. (7) The catalyst class is: 6. Reactant: Br.Br[C:3]1[C:7]([C:8]2[CH:13]=[CH:12][CH:11]=[CH:10][N:9]=2)=[N:6][NH:5][C:4]=1[NH2:14].[O:15]1[CH:19]=[CH:18][CH:17]=[C:16]1[C:20]([N:22]=[C:23]=[S:24])=[O:21].N1C=CC=CC=1.CS(C)=O. Product: [N:9]1[CH:10]=[CH:11][CH:12]=[CH:13][C:8]=1[C:7]1[C:3]2[S:24][C:23]([NH:22][C:20]([C:16]3[O:15][CH:19]=[CH:18][CH:17]=3)=[O:21])=[N:14][C:4]=2[NH:5][N:6]=1.